Dataset: Full USPTO retrosynthesis dataset with 1.9M reactions from patents (1976-2016). Task: Predict the reactants needed to synthesize the given product. (1) Given the product [O:1]1[CH2:5][CH2:4][O:3][CH:2]1[C:6]1[CH:13]=[CH:12][C:9]([C:10](=[O:26])[CH2:14][C:15]2[CH:20]=[CH:19][CH:18]=[CH:17][CH:16]=2)=[CH:8][CH:7]=1, predict the reactants needed to synthesize it. The reactants are: [O:1]1[CH2:5][CH2:4][O:3][CH:2]1[C:6]1[CH:13]=[CH:12][C:9]([C:10]#N)=[CH:8][CH:7]=1.[CH2:14]([Mg]Cl)[C:15]1[CH:20]=[CH:19][CH:18]=[CH:17][CH:16]=1.C1C[O:26]CC1. (2) Given the product [Br:1][C:2]1[S:6][C:5]([C:7]2[O:9][N:23]=[C:21]([CH3:22])[N:20]=2)=[N:4][C:3]=1[CH2:12][CH:13]1[CH2:14][CH2:15][CH2:16][CH2:17][CH2:18]1, predict the reactants needed to synthesize it. The reactants are: [Br:1][C:2]1[S:6][C:5]([C:7]([O:9]CC)=O)=[N:4][C:3]=1[CH2:12][CH:13]1[CH2:18][CH2:17][CH2:16][CH2:15][CH2:14]1.O[NH:20][C:21](=[NH:23])[CH3:22].C([O-])([O-])=O.[K+].[K+]. (3) Given the product [O:38]=[C:34]1[N:33]([C:28]2[CH:29]=[CH:30][CH:31]=[CH:32][C:27]=2[CH2:26][NH:25][C:22]([C:10]2[N:11]=[C:12]3[N:17]([C:18](=[O:19])[C:9]=2[O:8][CH2:1][C:2]2[CH:7]=[CH:6][CH:5]=[CH:4][CH:3]=2)[CH2:16][CH2:15][O:14][C:13]3([CH3:20])[CH3:21])=[O:24])[CH2:37][CH2:36][O:35]1, predict the reactants needed to synthesize it. The reactants are: [CH2:1]([O:8][C:9]1[C:18](=[O:19])[N:17]2[C:12]([C:13]([CH3:21])([CH3:20])[O:14][CH2:15][CH2:16]2)=[N:11][C:10]=1[C:22]([OH:24])=O)[C:2]1[CH:7]=[CH:6][CH:5]=[CH:4][CH:3]=1.[NH2:25][CH2:26][C:27]1[CH:32]=[CH:31][CH:30]=[CH:29][C:28]=1[N:33]1[CH2:37][CH2:36][O:35][C:34]1=[O:38]. (4) Given the product [Cl:25][C:24]1[N:23]=[C:30]([Cl:31])[N:29]=[C:27]([NH:15][C:5]2[CH:6]=[CH:7][C:8]([N:9]3[CH:13]=[C:12]([CH3:14])[N:11]=[CH:10]3)=[C:3]([O:2][CH3:1])[CH:4]=2)[N:26]=1, predict the reactants needed to synthesize it. The reactants are: [CH3:1][O:2][C:3]1[CH:4]=[C:5]([NH2:15])[CH:6]=[CH:7][C:8]=1[N:9]1[CH:13]=[C:12]([CH3:14])[N:11]=[CH:10]1.C(N(CC)CC)C.[N:23]1[C:30]([Cl:31])=[N:29][C:27](Cl)=[N:26][C:24]=1[Cl:25]. (5) Given the product [CH3:7][C:8]1[CH:13]=[CH:12][C:11]([S:14]([O:6][C@@H:3]2[CH2:4][CH2:5][O:1][CH2:2]2)(=[O:16])=[O:15])=[CH:10][CH:9]=1, predict the reactants needed to synthesize it. The reactants are: [O:1]1[CH2:5][CH2:4][C@@H:3]([OH:6])[CH2:2]1.[CH3:7][C:8]1[CH:13]=[CH:12][C:11]([S:14](Cl)(=[O:16])=[O:15])=[CH:10][CH:9]=1. (6) Given the product [CH3:18][C:16]1([CH3:19])[C:15]2[C:10](=[CH:11][C:12]([NH:20][C:21](=[O:39])[C:22]3[CH:27]=[CH:26][CH:25]=[CH:24][C:23]=3[NH:28][CH2:29][C:30]3[C:38]4[C:33](=[N:34][CH:35]=[CH:36][CH:37]=4)[NH:32][CH:31]=3)=[CH:13][CH:14]=2)[CH2:9][NH:8][CH2:17]1, predict the reactants needed to synthesize it. The reactants are: C(OC([N:8]1[CH2:17][C:16]([CH3:19])([CH3:18])[C:15]2[C:10](=[CH:11][C:12]([NH:20][C:21](=[O:39])[C:22]3[CH:27]=[CH:26][CH:25]=[CH:24][C:23]=3[NH:28][CH2:29][C:30]3[C:38]4[C:33](=[N:34][CH:35]=[CH:36][CH:37]=4)[NH:32][CH:31]=3)=[CH:13][CH:14]=2)[CH2:9]1)=O)(C)(C)C.C(O)(C(F)(F)F)=O.C(Cl)Cl.